This data is from Reaction yield outcomes from USPTO patents with 853,638 reactions. The task is: Predict the reaction yield, written as a fraction of the theoretical maximum amount of product (1.0 means a 100% yield; for example, 0.34 means a 34% yield). (1) The reactants are [NH2:1][C:2]1[C:11]([F:12])=[C:10](F)[C:9]2[O:14][CH2:15][C:16]3([CH2:20][CH2:19][CH2:18][CH2:17]3)[N:7]3[C:8]=2[C:3]=1[C:4](=[O:24])[C:5]([C:21]([OH:23])=[O:22])=[CH:6]3.[CH3:25][C:26]1[C:35]2[C:30](=[CH:31][CH:32]=[CH:33][CH:34]=2)[N:29]=[C:28]([NH:36][CH2:37][CH2:38][NH2:39])[CH:27]=1.C(N(CC)CC)C. The catalyst is CS(C)=O. The product is [NH2:1][C:2]1[C:11]([F:12])=[C:10]([NH:39][CH2:38][CH2:37][NH:36][C:28]2[CH:27]=[C:26]([CH3:25])[C:35]3[C:30](=[CH:31][CH:32]=[CH:33][CH:34]=3)[N:29]=2)[C:9]2[O:14][CH2:15][C:16]3([CH2:17][CH2:18][CH2:19][CH2:20]3)[N:7]3[C:8]=2[C:3]=1[C:4](=[O:24])[C:5]([C:21]([OH:23])=[O:22])=[CH:6]3. The yield is 0.0400. (2) The reactants are C([N:8]1[CH2:12][C:11]([F:14])([F:13])[CH:10]([OH:15])[CH2:9]1)C1C=CC=CC=1.[CH3:28][C:27]([O:26][C:24](O[C:24]([O:26][C:27]([CH3:30])([CH3:29])[CH3:28])=[O:25])=[O:25])([CH3:30])[CH3:29]. The catalyst is C(O)C. The product is [F:13][C:11]1([F:14])[CH:10]([OH:15])[CH2:9][N:8]([C:24]([O:26][C:27]([CH3:28])([CH3:29])[CH3:30])=[O:25])[CH2:12]1. The yield is 0.820. (3) The reactants are [O:1]1[C:5]2[CH:6]=[CH:7][C:8]([C:10]([OH:12])=[O:11])=[CH:9][C:4]=2[CH2:3][CH2:2]1.S(=O)(=O)(O)O.[C:18](=O)(O)[O-].[Na+]. The catalyst is CO. The product is [O:1]1[C:5]2[CH:6]=[CH:7][C:8]([C:10]([O:12][CH3:18])=[O:11])=[CH:9][C:4]=2[CH2:3][CH2:2]1. The yield is 0.980.